This data is from Choline transporter screen with 302,306 compounds. The task is: Binary Classification. Given a drug SMILES string, predict its activity (active/inactive) in a high-throughput screening assay against a specified biological target. (1) The drug is S=C(NCc1n(ccc1)C)Nc1cc(ccc1)C. The result is 0 (inactive). (2) The compound is O(c1c(NC(=O)Cn2nnc(c2N)C(=O)N)ccc(OC)c1)C. The result is 0 (inactive). (3) The drug is S(=O)(=O)(Nc1onc(c1C)C)c1ccc(N\C=C\C(=O)c2ccncc2)cc1. The result is 0 (inactive). (4) The drug is Clc1cc(c2c(OC)cc(C3N4C(C5C3C(=O)N(C5=O)C)(CCCC4)C(OC)=O)cc2)ccc1. The result is 0 (inactive). (5) The result is 0 (inactive). The compound is Brc1ccc(C=2N=c3n([nH]c(n3)NS(=O)(=O)C)C(c3ccc(OC)cc3)C2)cc1. (6) The compound is O(C(=O)N1CCN(CC1)c1c(OC)cccc1)c1ccccc1. The result is 0 (inactive). (7) The drug is S(=O)(=O)(N1CCC(CC1)Cc1ccccc1)c1c(OCC)cc(n2nnnc2)c(OCC)c1. The result is 0 (inactive). (8) The drug is O1N=C(CC1(C)c1oc(nn1)c1ccccc1)c1ccc(OC)cc1. The result is 0 (inactive). (9) The compound is [nH]1c2c(ncnc2NCC=C)c2c1cccc2. The result is 0 (inactive). (10) The drug is Clc1cc(C(=O)NC2CCCN(C2)c2ncc(cc2)C(F)(F)F)c(F)cc1. The result is 0 (inactive).